Dataset: Full USPTO retrosynthesis dataset with 1.9M reactions from patents (1976-2016). Task: Predict the reactants needed to synthesize the given product. (1) The reactants are: [CH2:1]([N:3]([CH2:17][CH3:18])[CH2:4][CH2:5][O:6][CH2:7][CH2:8][NH:9]C(=O)OC(C)(C)C)[CH3:2]. Given the product [NH2:9][CH2:8][CH2:7][O:6][CH2:5][CH2:4][N:3]([CH2:1][CH3:2])[CH2:17][CH3:18], predict the reactants needed to synthesize it. (2) Given the product [CH2:1]([O:3][C:4]([C:6]1[S:7][C:8]([O:25][CH2:23][CH3:24])=[C:9]2[C:17]3[N:16]([CH3:18])[N:15]=[CH:14][C:13]=3[CH2:12][CH2:11][C:10]=12)=[O:5])[CH3:2], predict the reactants needed to synthesize it. The reactants are: [CH2:1]([O:3][C:4]([C:6]1[S:7][C:8](S(C)(=O)=O)=[C:9]2[C:17]3[N:16]([CH3:18])[N:15]=[CH:14][C:13]=3[CH2:12][CH2:11][C:10]=12)=[O:5])[CH3:2].[CH2:23]([OH:25])[CH3:24].[H-].[Na+].C(O)(=O)CC(CC(O)=O)(C(O)=O)O.